Dataset: Reaction yield outcomes from USPTO patents with 853,638 reactions. Task: Predict the reaction yield, written as a fraction of the theoretical maximum amount of product (1.0 means a 100% yield; for example, 0.34 means a 34% yield). (1) The reactants are Br[C:2]1[CH:21]=[CH:20][C:5]2[N:6]=[C:7]([NH:10][C@H:11]3[C:19]4[C:14](=[CH:15][CH:16]=[CH:17][CH:18]=4)[CH2:13][CH2:12]3)[O:8][CH2:9][C:4]=2[CH:3]=1.[CH:22]1(B(O)O)[CH2:24][CH2:23]1.C1(P(C2CCCCC2)C2CCCCC2)CCCCC1.P([O-])([O-])([O-])=O.[K+].[K+].[K+]. The catalyst is C1(C)C=CC=CC=1.[Pd].O. The product is [CH:22]1([C:2]2[CH:21]=[CH:20][C:5]3[N:6]=[C:7]([NH:10][C@H:11]4[C:19]5[C:14](=[CH:15][CH:16]=[CH:17][CH:18]=5)[CH2:13][CH2:12]4)[O:8][CH2:9][C:4]=3[CH:3]=2)[CH2:24][CH2:23]1. The yield is 0.410. (2) The reactants are CO[C:3](=[O:25])[C:4]1[CH:9]=[CH:8][C:7]([O:10][CH2:11][C:12]2[C:13]([C:18]3[CH:23]=[CH:22][C:21]([Cl:24])=[CH:20][CH:19]=3)=[N:14][O:15][C:16]=2[CH3:17])=[N:6][CH:5]=1.[CH:26]1([NH2:29])[CH2:28][CH2:27]1. No catalyst specified. The product is [Cl:24][C:21]1[CH:22]=[CH:23][C:18]([C:13]2[C:12]([CH2:11][O:10][C:7]3[CH:8]=[CH:9][C:4]([C:3]([NH:29][CH:26]4[CH2:28][CH2:27]4)=[O:25])=[CH:5][N:6]=3)=[C:16]([CH3:17])[O:15][N:14]=2)=[CH:19][CH:20]=1. The yield is 0.810.